From a dataset of KCNQ2 potassium channel screen with 302,405 compounds. Binary Classification. Given a drug SMILES string, predict its activity (active/inactive) in a high-throughput screening assay against a specified biological target. The drug is s1c(c(c(c1NC(=O)CSc1n(nnn1)C)C(OCC)=O)C)C(=O)N(C)C. The result is 0 (inactive).